Dataset: Catalyst prediction with 721,799 reactions and 888 catalyst types from USPTO. Task: Predict which catalyst facilitates the given reaction. (1) Reactant: C1(P(C2CCCCC2)C2CCCCC2)CCCCC1.CC1(C)C(C)(C)OB([C:28]2[CH:33]=[CH:32][N:31]3[N:34]=[CH:35][N:36]=[C:30]3[CH:29]=2)O1.[CH3:38][O:39][C:40]([C:42]1[CH:47]=[CH:46][CH:45]=[CH:44][C:43]=1[NH:48][C:49]1[N:53]([C:54]2[CH:59]=[CH:58][CH:57]=[CH:56][C:55]=2[CH3:60])[N:52]=[C:51]([CH3:61])[C:50]=1Br)=[O:41].P([O-])([O-])([O-])=O.[K+].[K+].[K+]. Product: [CH3:38][O:39][C:40]([C:42]1[CH:47]=[CH:46][CH:45]=[CH:44][C:43]=1[NH:48][C:49]1[N:53]([C:54]2[CH:59]=[CH:58][CH:57]=[CH:56][C:55]=2[CH3:60])[N:52]=[C:51]([CH3:61])[C:50]=1[C:28]1[CH:33]=[CH:32][N:31]2[N:34]=[CH:35][N:36]=[C:30]2[CH:29]=1)=[O:41]. The catalyst class is: 127. (2) Reactant: F[C:2]1[C:7]([CH:8]2[CH2:14][CH2:13][CH2:12][O:11][CH2:10][CH2:9]2)=[CH:6][CH:5]=[CH:4][N:3]=1.[N:15]1[CH:20]=[CH:19][CH:18]=[CH:17][C:16]=1[NH:21][C:22]1[CH:27]=[CH:26][C:25]([OH:28])=[CH:24][CH:23]=1.C(=O)([O-])[O-].[Cs+].[Cs+]. Product: [O:11]1[CH2:12][CH2:13][CH2:14][CH:8]([C:7]2[C:2]([O:28][C:25]3[CH:24]=[CH:23][C:22]([NH:21][C:16]4[CH:17]=[CH:18][CH:19]=[CH:20][N:15]=4)=[CH:27][CH:26]=3)=[N:3][CH:4]=[CH:5][CH:6]=2)[CH2:9][CH2:10]1. The catalyst class is: 179. (3) The catalyst class is: 333. Product: [F:20][C:21]1[CH:26]=[CH:25][C:24]([C:27]2[O:28][C:29]3[CH:39]=[C:38]([N:40]([CH3:45])[S:41]([CH3:44])(=[O:42])=[O:43])[C:37]([C:2]4[CH:3]=[CH:4][C:5]5[C:10](=[O:11])[NH:9][CH:8]([C:12]6[CH:17]=[CH:16][CH:15]=[C:14]([F:18])[CH:13]=6)[NH:7][C:6]=5[N:19]=4)=[CH:36][C:30]=3[C:31]=2[C:32]([NH:34][CH3:35])=[O:33])=[CH:23][CH:22]=1. Reactant: Cl[C:2]1[CH:3]=[CH:4][C:5]2[C:10](=[O:11])[NH:9][CH:8]([C:12]3[CH:17]=[CH:16][CH:15]=[C:14]([F:18])[CH:13]=3)[NH:7][C:6]=2[N:19]=1.[F:20][C:21]1[CH:26]=[CH:25][C:24]([C:27]2[O:28][C:29]3[CH:39]=[C:38]([N:40]([CH3:45])[S:41]([CH3:44])(=[O:43])=[O:42])[C:37](B4OC(C)(C)C(C)(C)O4)=[CH:36][C:30]=3[C:31]=2[C:32]([NH:34][CH3:35])=[O:33])=[CH:23][CH:22]=1.CC(C1C=C(C(C)C)C(C2C=CC=CC=2P(C2CCCCC2)C2CCCCC2)=C(C(C)C)C=1)C.CCOC(C)=O. (4) Reactant: [ClH:1].C(O)=O.[CH3:5][N:6]1[CH2:11][CH2:10][N:9]([C:12]([C:14]2[CH:15]=[C:16]([C:20]3[CH:25]=[CH:24][C:23]([CH2:26][C@H:27]([NH:42][C:43]([C@H:45]4[CH2:50][CH2:49][C@H:48]([CH2:51][NH:52]C(=O)OC(C)(C)C)[CH2:47][CH2:46]4)=[O:44])[C:28](=[O:41])[NH:29][C:30]4[CH:35]=[CH:34][C:33]([C:36]5[NH:40][N:39]=[N:38][N:37]=5)=[CH:32][CH:31]=4)=[CH:22][CH:21]=3)[CH:17]=[CH:18][CH:19]=2)=[O:13])[CH2:8][CH2:7]1.C(#N)C. Product: [ClH:1].[NH2:52][CH2:51][C@H:48]1[CH2:47][CH2:46][C@H:45]([C:43]([NH:42][C@@H:27]([CH2:26][C:23]2[CH:24]=[CH:25][C:20]([C:16]3[CH:17]=[CH:18][CH:19]=[C:14]([C:12]([N:9]4[CH2:8][CH2:7][N:6]([CH3:5])[CH2:11][CH2:10]4)=[O:13])[CH:15]=3)=[CH:21][CH:22]=2)[C:28](=[O:41])[NH:29][C:30]2[CH:35]=[CH:34][C:33]([C:36]3[NH:37][N:38]=[N:39][N:40]=3)=[CH:32][CH:31]=2)=[O:44])[CH2:50][CH2:49]1. The catalyst class is: 12. (5) Reactant: CCCCO[C@H:6]([CH2:9]O)CC.[C:11]([O-:24])(=[O:23])[CH2:12][CH2:13]CCCCCCCCC.[C:25]([O-:38])(=[O:37])CCCCCCCCCCC.C([Sn+2]CCCC)CCC.O=C=[N:50]C1CC(C)(C)CC(C)(CN=C=O)C1. Product: [C:11]([OH:24])(=[O:23])[CH:12]=[CH2:13].[NH2:50][C:25]([O:38][CH2:6][CH3:9])=[O:37]. The catalyst class is: 831. (6) Reactant: [C:1]([O:5][C:6](=[O:18])[NH:7][C@H:8]([C:10]1[CH:15]=[CH:14][CH:13]=[C:12]([CH:16]=O)[CH:11]=1)[CH3:9])([CH3:4])([CH3:3])[CH3:2].Cl.[NH2:20][OH:21]. Product: [C:1]([O:5][C:6](=[O:18])[NH:7][C@H:8]([C:10]1[CH:15]=[CH:14][CH:13]=[C:12]([CH:16]=[N:20][OH:21])[CH:11]=1)[CH3:9])([CH3:4])([CH3:3])[CH3:2]. The catalyst class is: 8.